Dataset: Forward reaction prediction with 1.9M reactions from USPTO patents (1976-2016). Task: Predict the product of the given reaction. (1) Given the reactants [NH2:1][C:2]1[N:3]([CH2:11][CH:12]2[CH2:14][CH2:13]2)[N:4]=[C:5]([C:7]([CH3:10])([CH3:9])[CH3:8])[CH:6]=1.[F:15][C:16]1[C:24]([C:25]([F:28])([F:27])[F:26])=[CH:23][CH:22]=[CH:21][C:17]=1[C:18](Cl)=[O:19].S(OC)(O[CH3:33])(=O)=O.C(=O)([O-])O.[Na+], predict the reaction product. The product is: [C:7]([C:5]1[N:4]([CH3:33])[N:3]([CH2:11][CH:12]2[CH2:14][CH2:13]2)[C:2](=[N:1][C:18](=[O:19])[C:17]2[CH:21]=[CH:22][CH:23]=[C:24]([C:25]([F:28])([F:27])[F:26])[C:16]=2[F:15])[CH:6]=1)([CH3:10])([CH3:8])[CH3:9]. (2) Given the reactants Cl[C:2]1[O:3][C:4]2[CH:10]=[CH:9][CH:8]=[CH:7][C:5]=2[N:6]=1.C1(P(C2C=CC=CC=2)C2C=CC=CC=2)C=CC=CC=1.[CH2:30]([C:34]1[CH:39]=[CH:38][CH:37]=[CH:36][CH:35]=1)[CH2:31][C:32]#[CH:33], predict the reaction product. The product is: [C:34]1([CH2:30][CH2:31][C:32]#[C:33][C:2]2[O:3][C:4]3[CH:10]=[CH:9][CH:8]=[CH:7][C:5]=3[N:6]=2)[CH:39]=[CH:38][CH:37]=[CH:36][CH:35]=1. (3) Given the reactants C[O:2][C:3]1[CH:4]=[CH:5][C:6]2[C:7]3[N:8]([CH2:22][CH2:23][N:24]=3)[C:9]([NH:13][C:14](=[O:21])[C:15]3[CH:20]=[CH:19][CH:18]=[N:17][CH:16]=3)=[N:10][C:11]=2[CH:12]=1.[S-2].[Na+].[Na+], predict the reaction product. The product is: [OH:2][C:3]1[CH:4]=[CH:5][C:6]2[C:7]3[N:8]([CH2:22][CH2:23][N:24]=3)[C:9]([NH:13][C:14](=[O:21])[C:15]3[CH:20]=[CH:19][CH:18]=[N:17][CH:16]=3)=[N:10][C:11]=2[CH:12]=1. (4) Given the reactants [CH:1]([C:4]1[CH:9]=[CH:8][CH:7]=[CH:6][C:5]=1[OH:10])([CH3:3])[CH3:2].[BrH:11].CS(C)=O, predict the reaction product. The product is: [Br:11][C:8]1[CH:7]=[CH:6][C:5]([OH:10])=[C:4]([CH:1]([CH3:3])[CH3:2])[CH:9]=1.